Dataset: Full USPTO retrosynthesis dataset with 1.9M reactions from patents (1976-2016). Task: Predict the reactants needed to synthesize the given product. (1) Given the product [Cl:2][C:3]1[CH:8]=[CH:7][C:6]([N:9]2[C:12]3[C:13](=[CH:16][C:17]([I:20])=[CH:18][CH:19]=3)[CH:14]=[N:10]2)=[CH:5][CH:4]=1, predict the reactants needed to synthesize it. The reactants are: Cl.[Cl:2][C:3]1[CH:8]=[CH:7][C:6]([NH:9][NH2:10])=[CH:5][CH:4]=1.F[C:12]1[CH:19]=[CH:18][C:17]([I:20])=[CH:16][C:13]=1[CH:14]=O.C(=O)([O-])[O-].[Cs+].[Cs+].O. (2) Given the product [CH2:1]([NH:18][CH:19]([CH2:20][OH:21])[CH2:22][OH:23])[CH2:2][CH2:3][CH2:4][CH2:5][CH2:6][CH2:7][CH2:8][CH2:9][CH2:10][CH2:11][CH2:12][CH2:13][CH2:14][CH2:15][CH3:16], predict the reactants needed to synthesize it. The reactants are: [C:1]([NH:18][CH:19]([CH2:22][OH:23])[CH2:20][OH:21])(=O)[CH2:2][CH2:3][CH2:4][CH2:5][CH2:6][CH2:7][CH2:8][CH2:9][CH2:10][CH2:11][CH2:12][CH2:13][CH2:14][CH2:15][CH3:16].[H-].[H-].[H-].[H-].[Li+].[Al+3]. (3) Given the product [ClH:1].[Cl:20][C:21]1[CH:27]=[C:26]([C:28]([F:30])([F:31])[F:29])[CH:25]=[CH:24][C:22]=1[NH:23][C:2]1[C:7]2[CH:8]=[CH:9][N:10]([CH3:11])[C:6]=2[C:5]([C:12]([N:14]2[CH2:19][CH2:18][O:17][CH2:16][CH2:15]2)=[O:13])=[CH:4][N:3]=1, predict the reactants needed to synthesize it. The reactants are: [Cl:1][C:2]1[C:7]2[CH:8]=[CH:9][N:10]([CH3:11])[C:6]=2[C:5]([C:12]([N:14]2[CH2:19][CH2:18][O:17][CH2:16][CH2:15]2)=[O:13])=[CH:4][N:3]=1.[Cl:20][C:21]1[CH:27]=[C:26]([C:28]([F:31])([F:30])[F:29])[CH:25]=[CH:24][C:22]=1[NH2:23].C(=O)([O-])[O-].[Cs+].[Cs+]. (4) The reactants are: [S:1]1[C:5]2[CH:6]=[CH:7][CH:8]=[CH:9][C:4]=2[C:3]([CH:10]=O)=[CH:2]1.C(O)(=O)[CH2:13][C:14]([OH:16])=[O:15].N1CCCCC1. Given the product [S:1]1[CH:2]=[C:3]([CH:10]=[CH:13][C:14]([OH:16])=[O:15])[C:4]2[CH:9]=[CH:8][CH:7]=[CH:6][C:5]1=2, predict the reactants needed to synthesize it.